From a dataset of Reaction yield outcomes from USPTO patents with 853,638 reactions. Predict the reaction yield, written as a fraction of the theoretical maximum amount of product (1.0 means a 100% yield; for example, 0.34 means a 34% yield). (1) The reactants are [C:1](Cl)(Cl)=[S:2].[NH2:5][C:6]1[C:15]2[C:10](=[CH:11][CH:12]=[CH:13][CH:14]=2)[C:9]([CH:16]2[CH2:18][CH2:17]2)=[CH:8][CH:7]=1.C(N(C(C)C)CC)(C)C.Cl. The catalyst is ClCCl. The product is [CH:16]1([C:9]2[C:10]3[C:15](=[CH:14][CH:13]=[CH:12][CH:11]=3)[C:6]([N:5]=[C:1]=[S:2])=[CH:7][CH:8]=2)[CH2:18][CH2:17]1. The yield is 0.860. (2) The reactants are [Br:1][C:2]1[CH:18]=[CH:17][C:5]([C:6]([C@H:8]2[CH2:13][CH2:12][CH2:11][CH2:10][C@H:9]2[C:14]([OH:16])=[O:15])=[O:7])=[CH:4][CH:3]=1.[CH3:19]OC(OC)(C)C.Cl. The catalyst is CO. The product is [Br:1][C:2]1[CH:3]=[CH:4][C:5]([C:6]([C@H:8]2[CH2:13][CH2:12][CH2:11][CH2:10][C@H:9]2[C:14]([O:16][CH3:19])=[O:15])=[O:7])=[CH:17][CH:18]=1. The yield is 0.420. (3) The reactants are [CH2:1]([O:3][C:4]1[CH:5]=[C:6]([C@H:12]([N:17]2[CH2:25][C:24]3[C:19](=[CH:20][CH:21]=[CH:22][CH:23]=3)[C:18]2=[O:26])[CH2:13][C:14](O)=[O:15])[CH:7]=[CH:8][C:9]=1[O:10][CH3:11])[CH3:2].C(N1C=CN=C1)(N1C=CN=C1)=O.Cl.[NH2:40][OH:41]. The catalyst is O1CCCC1. The product is [CH2:1]([O:3][C:4]1[CH:5]=[C:6]([C@H:12]([N:17]2[CH2:25][C:24]3[C:19](=[CH:20][CH:21]=[CH:22][CH:23]=3)[C:18]2=[O:26])[CH2:13][C:14]([NH:40][OH:41])=[O:15])[CH:7]=[CH:8][C:9]=1[O:10][CH3:11])[CH3:2]. The yield is 0.690. (4) The reactants are Cl.[F:2][C:3]([F:12])([F:11])[CH:4]1[CH2:10][CH2:9][NH:8][CH2:7][CH2:6][NH:5]1.O.O.O.O.O.O.O.O.O.O.C(=O)([O-])[O-].[Na+].[Na+].F[C:30]1[CH:37]=[CH:36][CH:35]=[CH:34][C:31]=1[CH:32]=[O:33].CC(=O)OCC. The catalyst is CS(C)=O.O. The product is [F:12][C:3]([F:2])([F:11])[CH:4]1[CH2:10][CH2:9][N:8]([C:30]2[CH:37]=[CH:36][CH:35]=[CH:34][C:31]=2[CH:32]=[O:33])[CH2:7][CH2:6][NH:5]1. The yield is 0.320. (5) The reactants are [CH2:1]([NH:5][C:6]1[N:11]=[C:10]([C:12]2[C:13]([C:22]3[CH:27]=[CH:26][C:25]([F:28])=[CH:24][CH:23]=3)=[N:14][N:15]3[C:20](Cl)=[CH:19][CH:18]=[CH:17][C:16]=23)[CH:9]=[CH:8][N:7]=1)[CH2:2][CH2:3][CH3:4].[CH2:29]([NH2:32])[CH:30]=[CH2:31]. No catalyst specified. The product is [CH2:29]([NH:32][C:20]1[N:15]2[N:14]=[C:13]([C:22]3[CH:27]=[CH:26][C:25]([F:28])=[CH:24][CH:23]=3)[C:12]([C:10]3[CH:9]=[CH:8][N:7]=[C:6]([NH:5][CH2:1][CH2:2][CH2:3][CH3:4])[N:11]=3)=[C:16]2[CH:17]=[CH:18][CH:19]=1)[CH:30]=[CH2:31]. The yield is 0.880. (6) The reactants are [Br:1][C:2]1[CH:3]=[C:4]2[C:9](=[CH:10][CH:11]=1)[NH:8][C:7](=[O:12])[CH:6]=[C:5]2[C:13]1[CH:18]=[CH:17][CH:16]=[C:15]([O:19][CH2:20][CH3:21])[CH:14]=1.F[B-](F)(F)F.[CH3:27][O+](C)C.[OH-].[Na+]. The catalyst is ClC(Cl)C. The product is [Br:1][C:2]1[CH:3]=[C:4]2[C:9](=[CH:10][CH:11]=1)[N:8]=[C:7]([O:12][CH3:27])[CH:6]=[C:5]2[C:13]1[CH:18]=[CH:17][CH:16]=[C:15]([O:19][CH2:20][CH3:21])[CH:14]=1. The yield is 0.580. (7) The reactants are [N:1]12[CH2:8][CH2:7][C:4]([C:9]([C:17]3[CH:22]=[CH:21][CH:20]=[CH:19][CH:18]=3)([C:11]3[CH:16]=[CH:15][CH:14]=[CH:13][CH:12]=3)[OH:10])([CH2:5][CH2:6]1)[CH2:3][CH2:2]2.[Br:23][CH2:24][CH2:25][O:26][CH2:27][C:28]1[CH:33]=[CH:32][CH:31]=[CH:30][CH:29]=1. The catalyst is C(O)CC. The product is [Br-:23].[OH:10][C:9]([C:17]1[CH:22]=[CH:21][CH:20]=[CH:19][CH:18]=1)([C:11]1[CH:12]=[CH:13][CH:14]=[CH:15][CH:16]=1)[C:4]12[CH2:5][CH2:6][N+:1]([CH2:24][CH2:25][O:26][CH2:27][C:28]3[CH:33]=[CH:32][CH:31]=[CH:30][CH:29]=3)([CH2:2][CH2:3]1)[CH2:8][CH2:7]2. The yield is 0.870. (8) The reactants are [CH3:1][CH:2]([OH:4])[CH3:3].[CH:5]1([S:8](Cl)(=[O:10])=[O:9])[CH2:7][CH2:6]1.[Cl-]. The product is [CH:5]1([S:8]([O:4][CH:2]([CH3:3])[CH3:1])(=[O:10])=[O:9])[CH2:7][CH2:6]1. The yield is 0.840. The catalyst is N1C=CC=CC=1. (9) The reactants are [H-].[Na+].[CH2:3](P(=O)(OCC)OCC)[P:4](=[O:11])([O:8]CC)[O:5]CC.O. The catalyst is CC1C=CC=CC=1. The product is [PH:4](=[O:5])([O-:11])[O-:8].[C+4:3].[C+4:3].[C+4:3].[C+4:3].[C+4:3].[C+4:3].[C+4:3].[C+4:3].[C+4:3].[C+4:3].[C+4:3].[C+4:3].[C+4:3].[C+4:3].[C+4:3].[PH:4](=[O:5])([O-:11])[O-:8].[PH:4](=[O:5])([O-:11])[O-:8].[PH:4](=[O:5])([O-:11])[O-:8].[PH:4](=[O:5])([O-:11])[O-:8].[PH:4](=[O:5])([O-:11])[O-:8].[PH:4](=[O:5])([O-:11])[O-:8].[PH:4](=[O:5])([O-:11])[O-:8].[PH:4](=[O:5])([O-:11])[O-:8].[PH:4](=[O:5])([O-:11])[O-:8].[PH:4](=[O:5])([O-:11])[O-:8].[PH:4](=[O:5])([O-:11])[O-:8].[PH:4](=[O:5])([O-:11])[O-:8].[PH:4](=[O:5])([O-:11])[O-:8].[PH:4](=[O:5])([O-:11])[O-:8].[PH:4](=[O:5])([O-:11])[O-:8].[PH:4](=[O:5])([O-:11])[O-:8].[PH:4](=[O:5])([O-:11])[O-:8].[PH:4](=[O:5])([O-:11])[O-:8].[PH:4](=[O:5])([O-:11])[O-:8].[PH:4](=[O:5])([O-:11])[O-:8].[PH:4](=[O:5])([O-:11])[O-:8].[PH:4](=[O:5])([O-:11])[O-:8].[PH:4](=[O:5])([O-:11])[O-:8].[PH:4](=[O:5])([O-:11])[O-:8].[PH:4](=[O:5])([O-:11])[O-:8].[PH:4](=[O:5])([O-:11])[O-:8].[PH:4](=[O:5])([O-:11])[O-:8].[PH:4](=[O:5])([O-:11])[O-:8].[PH:4](=[O:5])([O-:11])[O-:8]. The yield is 0.885.